This data is from Reaction yield outcomes from USPTO patents with 853,638 reactions. The task is: Predict the reaction yield, written as a fraction of the theoretical maximum amount of product (1.0 means a 100% yield; for example, 0.34 means a 34% yield). (1) The reactants are [O:1]=[C:2]1[C@@:10]2([CH2:12][C@H:11]2[C:13]2[CH:21]=[C:20]3[C:16]([C:17]([C:22]#N)=[N:18][NH:19]3)=[CH:15][CH:14]=2)[C:9]2[C:4](=[CH:5][CH:6]=[CH:7][CH:8]=2)[NH:3]1.[PH2]([O-])=[O:25].[Na+]. The catalyst is N1C=CC=CC=1.O.[Ni]. The product is [O:1]=[C:2]1[C@@:10]2([CH2:12][C@H:11]2[C:13]2[CH:21]=[C:20]3[C:16]([C:17]([CH:22]=[O:25])=[N:18][NH:19]3)=[CH:15][CH:14]=2)[C:9]2[C:4](=[CH:5][CH:6]=[CH:7][CH:8]=2)[NH:3]1. The yield is 0.300. (2) The reactants are [OH:1][C:2]1[CH:7]=[CH:6][C:5]([CH2:8][CH2:9][S:10][CH:11]([CH2:15][C:16]2[CH:21]=[CH:20][C:19]([CH2:22][CH2:23][O:24][C:25]3[CH:30]=[CH:29][C:28]([O:31][S:32]([CH3:35])(=[O:34])=[O:33])=[CH:27][CH:26]=3)=[CH:18][CH:17]=2)[C:12]([O-:14])=[O:13])=[CH:4][CH:3]=1.[C:36]([NH3+:40])([CH3:39])([CH3:38])[CH3:37]. The catalyst is C(O)C. The product is [OH:1][C:2]1[CH:7]=[CH:6][C:5]([CH2:8][CH2:9][S:10][C@@H:11]([CH2:15][C:16]2[CH:21]=[CH:20][C:19]([CH2:22][CH2:23][O:24][C:25]3[CH:26]=[CH:27][C:28]([O:31][S:32]([CH3:35])(=[O:34])=[O:33])=[CH:29][CH:30]=3)=[CH:18][CH:17]=2)[C:12]([O-:14])=[O:13])=[CH:4][CH:3]=1.[C:36]([NH3+:40])([CH3:39])([CH3:38])[CH3:37]. The yield is 0.870. (3) The reactants are [N:1]([C@@H:4]([C:14]1[CH:15]=[CH:16][C:17]([CH:20]([F:22])[F:21])=[N:18][CH:19]=1)[CH2:5][O:6][Si](C(C)(C)C)(C)C)=[N+:2]=[N-:3].Cl. The catalyst is CCO. The product is [N:1]([C@@H:4]([C:14]1[CH:19]=[N:18][C:17]([CH:20]([F:21])[F:22])=[CH:16][CH:15]=1)[CH2:5][OH:6])=[N+:2]=[N-:3]. The yield is 0.890. (4) The reactants are [F:1][C:2]1[CH:3]=[C:4]2[C:9](=[CH:10][CH:11]=1)[N:8]=[C:7]([O:12][CH3:13])[C:6]([NH:14][C:15](=[O:19])OCC)=[N:5]2.[CH3:20][C:21]1[CH:22]=[C:23]([N:27]2[CH2:32][CH2:31][NH:30][CH2:29][CH2:28]2)[CH:24]=[CH:25][CH:26]=1. No catalyst specified. The product is [F:1][C:2]1[CH:3]=[C:4]2[C:9](=[CH:10][CH:11]=1)[N:8]=[C:7]([O:12][CH3:13])[C:6]([NH:14][C:15]([N:30]1[CH2:31][CH2:32][N:27]([C:23]3[CH:24]=[CH:25][CH:26]=[C:21]([CH3:20])[CH:22]=3)[CH2:28][CH2:29]1)=[O:19])=[N:5]2. The yield is 0.900.